From a dataset of Catalyst prediction with 721,799 reactions and 888 catalyst types from USPTO. Predict which catalyst facilitates the given reaction. (1) Reactant: [F:1][C:2]([F:41])([F:40])[C:3]([C:12]1[CH:13]=[C:14]([CH:24]=[CH:25][C:26]=1[Sn:27]([CH2:36][CH2:37][CH2:38][CH3:39])([CH2:32][CH2:33][CH2:34][CH3:35])[CH2:28][CH2:29][CH2:30][CH3:31])[CH2:15][NH:16][C:17](=[O:23])[CH2:18][CH2:19][C:20]([OH:22])=[O:21])([O:8][CH2:9][O:10][CH3:11])[C:4]([F:7])([F:6])[F:5].O[N:43]1[C:47](=[O:48])[CH2:46][CH2:45][C:44]1=[O:49].CCN=C=NCCCN(C)C. Product: [F:41][C:2]([F:1])([F:40])[C:3]([C:12]1[CH:13]=[C:14]([CH:24]=[CH:25][C:26]=1[Sn:27]([CH2:36][CH2:37][CH2:38][CH3:39])([CH2:28][CH2:29][CH2:30][CH3:31])[CH2:32][CH2:33][CH2:34][CH3:35])[CH2:15][NH:16][C:17](=[O:23])[CH2:18][CH2:19][C:20]([O:22][N:43]1[C:47](=[O:48])[CH2:46][CH2:45][C:44]1=[O:49])=[O:21])([O:8][CH2:9][O:10][CH3:11])[C:4]([F:7])([F:6])[F:5]. The catalyst class is: 10. (2) Reactant: Cl[C:2]1[CH:9]=[C:8]([C:10]2[CH:15]=[CH:14][CH:13]=[CH:12][C:11]=2[CH3:16])[C:5]([C:6]#[N:7])=[CH:4][N:3]=1.[CH3:17][N:18]1[CH2:23][CH2:22][NH:21][CH2:20][CH2:19]1. Product: [CH3:17][N:18]1[CH2:23][CH2:22][N:21]([C:2]2[CH:9]=[C:8]([C:10]3[CH:15]=[CH:14][CH:13]=[CH:12][C:11]=3[CH3:16])[C:5]([C:6]#[N:7])=[CH:4][N:3]=2)[CH2:20][CH2:19]1. The catalyst class is: 11. (3) Reactant: [O:1]=[C:2]1[NH:7][CH2:6][CH2:5][N:4]([C:8]([O:10][C:11]([CH3:14])([CH3:13])[CH3:12])=[O:9])[CH2:3]1.[H-].[Na+].[Cl:17][C:18]1[CH:27]=[CH:26][C:25]2[C:20](=[CH:21][CH:22]=[C:23]([S:28][CH2:29][CH2:30][CH2:31]Cl)[CH:24]=2)[CH:19]=1.O. Product: [Cl:17][C:18]1[CH:19]=[C:20]2[C:25](=[CH:26][CH:27]=1)[CH:24]=[C:23]([S:28][CH2:29][CH2:30][CH2:31][N:7]1[CH2:6][CH2:5][N:4]([C:8]([O:10][C:11]([CH3:14])([CH3:13])[CH3:12])=[O:9])[CH2:3][C:2]1=[O:1])[CH:22]=[CH:21]2. The catalyst class is: 3. (4) Reactant: [CH:1]1([CH2:7][C@H:8]([N:12]2[CH2:16][C:15]([O:17][C:18]3[CH:23]=[CH:22][CH:21]=[C:20]([F:24])[C:19]=3[F:25])=[CH:14][C:13]2=[O:26])[C:9]([OH:11])=O)[CH2:6][CH2:5][CH2:4][CH2:3][CH2:2]1.Cl.[CH3:28]N(C)CCCN=C=NCC.C(N(CC)C(C)C)(C)C.ON1C2C=CC=CC=2N=N1.Cl.[OH:59][C@@H:60]([CH2:90]O)[CH2:61][N:62]1[CH:66]=[CH:65][C:64]([NH:67]C(=O)[C@@H](N2CC(OC3C=CC=C(Cl)C=3Cl)=CC2=O)CC(C)C)=[N:63]1. Product: [CH:1]1([CH2:7][C@H:8]([N:12]2[CH2:16][C:15]([O:17][C:18]3[CH:23]=[CH:22][CH:21]=[C:20]([F:24])[C:19]=3[F:25])=[CH:14][C:13]2=[O:26])[C:9]([NH:67][C:64]2[CH:65]=[CH:66][N:62]([CH2:61][C:60]([OH:59])([CH3:90])[CH3:28])[N:63]=2)=[O:11])[CH2:2][CH2:3][CH2:4][CH2:5][CH2:6]1. The catalyst class is: 96. (5) Reactant: [Cl:1][C:2]1[CH:3]=[C:4]([CH:8]=[CH:9][CH:10]=1)[C:5](Cl)=[O:6].Cl.[NH2:12][CH2:13][C:14]([O:16][CH2:17][CH3:18])=[O:15].C(N(CC)CC)C. Product: [Cl:1][C:2]1[CH:3]=[C:4]([CH:8]=[CH:9][CH:10]=1)[C:5]([NH:12][CH2:13][C:14]([O:16][CH2:17][CH3:18])=[O:15])=[O:6]. The catalyst class is: 793.